Task: Predict the product of the given reaction.. Dataset: Forward reaction prediction with 1.9M reactions from USPTO patents (1976-2016) Given the reactants [OH:1][C:2]1[CH:19]=[CH:18][C:5]2[CH2:6][CH2:7][N:8]([C:11]([O:13][C:14]([CH3:17])([CH3:16])[CH3:15])=[O:12])[CH2:9][CH2:10][C:4]=2[CH:3]=1.[H-].[Na+].Cl[C:23]1[N:28]=[CH:27][C:26]([C:29]([O:31][CH3:32])=[O:30])=[CH:25][CH:24]=1, predict the reaction product. The product is: [CH3:32][O:31][C:29]([C:26]1[CH:25]=[CH:24][C:23]([O:1][C:2]2[CH:19]=[CH:18][C:5]3[CH2:6][CH2:7][N:8]([C:11]([O:13][C:14]([CH3:16])([CH3:15])[CH3:17])=[O:12])[CH2:9][CH2:10][C:4]=3[CH:3]=2)=[N:28][CH:27]=1)=[O:30].